The task is: Predict the reaction yield, written as a fraction of the theoretical maximum amount of product (1.0 means a 100% yield; for example, 0.34 means a 34% yield).. This data is from Reaction yield outcomes from USPTO patents with 853,638 reactions. The yield is 0.230. The reactants are [Br:1][CH2:2][CH2:3][CH2:4]Br.[NH:6]1[C:10]2[CH:11]=[CH:12][CH:13]=[CH:14][C:9]=2[N:8]=[N:7]1.[OH-].[K+].O. The catalyst is CN(C)C=O.C(OCC)(=O)C. The product is [Br:1][CH2:2][CH2:3][CH2:4][N:7]1[N:8]=[C:9]2[CH:14]=[CH:13][CH:12]=[CH:11][C:10]2=[N:6]1.